From a dataset of Forward reaction prediction with 1.9M reactions from USPTO patents (1976-2016). Predict the product of the given reaction. (1) Given the reactants Cl[C:2]1[N:3]=[N:4][C:5]([C:15]2[CH:20]=[CH:19][C:18]([C:21]([F:24])([F:23])[F:22])=[CH:17][CH:16]=2)=[C:6]([C:8]2[CH:13]=[CH:12][N:11]=[CH:10][C:9]=2[Cl:14])[N:7]=1.[CH2:25]([NH:27][C:28]1([C:32]([NH2:34])=[O:33])[CH2:31][NH:30][CH2:29]1)[CH3:26].C(=O)([O-])[O-].[K+].[K+], predict the reaction product. The product is: [CH2:25]([NH:27][C:28]1([C:32]([NH2:34])=[O:33])[CH2:31][N:30]([C:2]2[N:3]=[N:4][C:5]([C:15]3[CH:20]=[CH:19][C:18]([C:21]([F:22])([F:23])[F:24])=[CH:17][CH:16]=3)=[C:6]([C:8]3[CH:13]=[CH:12][N:11]=[CH:10][C:9]=3[Cl:14])[N:7]=2)[CH2:29]1)[CH3:26]. (2) Given the reactants C([N:8]1[CH2:13][CH2:12][C:11]([C:15]2[CH:20]=[CH:19][CH:18]=[CH:17][C:16]=2[Cl:21])([CH3:14])[CH2:10][CH2:9]1)C1C=CC=CC=1.ClC(OC(Cl)C)=O, predict the reaction product. The product is: [Cl:21][C:16]1[CH:17]=[CH:18][CH:19]=[CH:20][C:15]=1[C:11]1([CH3:14])[CH2:10][CH2:9][NH:8][CH2:13][CH2:12]1. (3) Given the reactants Cl.[NH2:2][C@@H:3]1[CH2:23][C:6]2[N:7]([CH2:16][C:17]3[CH:22]=[CH:21][CH:20]=[CH:19][N:18]=3)[C:8]3[CH:9]=[CH:10][C:11]([C:14]#[N:15])=[CH:12][C:13]=3[C:5]=2[CH2:4]1.CN(C=O)C.C(N(CC)CC)C.Cl[C:37]([O:39][CH:40]([CH3:42])[CH3:41])=[O:38], predict the reaction product. The product is: [CH:40]([O:39][C:37](=[O:38])[NH:2][C@@H:3]1[CH2:23][C:6]2[N:7]([CH2:16][C:17]3[CH:22]=[CH:21][CH:20]=[CH:19][N:18]=3)[C:8]3[CH:9]=[CH:10][C:11]([C:14]#[N:15])=[CH:12][C:13]=3[C:5]=2[CH2:4]1)([CH3:42])[CH3:41]. (4) Given the reactants [CH2:1]1[CH:5]2[CH:4]3[CH:3]=[CH:2][CH:1]([CH:4]2[CH:3]=[CH:2]1)[CH2:5]3.O[CH:12]1[CH2:17][O:16][C:14](=[O:15])[CH2:13]1, predict the reaction product. The product is: [CH:3]12[CH2:4][CH:5]([CH:1]=[CH:2]1)[CH:12]1[CH:13]2[C:14](=[O:15])[O:16][CH2:17]1. (5) The product is: [O:9]1[CH2:10][CH2:11][CH:6]([NH:5][C:15]([C:17]2[N:18]=[N:19][C:20]([O:23][CH2:24][C:25]3[C:26]([C:31]4[CH:36]=[CH:35][CH:34]=[CH:33][N:32]=4)=[N:27][O:28][C:29]=3[CH3:30])=[CH:21][CH:22]=2)=[O:14])[CH2:7][CH2:8]1. Given the reactants C[Al](C)C.[NH2:5][CH:6]1[CH2:11][CH2:10][O:9][CH2:8][CH2:7]1.C([O:14][C:15]([C:17]1[N:18]=[N:19][C:20]([O:23][CH2:24][C:25]2[C:26]([C:31]3[CH:36]=[CH:35][CH:34]=[CH:33][N:32]=3)=[N:27][O:28][C:29]=2[CH3:30])=[CH:21][CH:22]=1)=O)C.C(C(C(C([O-])=O)O)O)([O-])=O.[K+].[Na+], predict the reaction product. (6) Given the reactants [Cl:1][C:2]1[N:6]2[CH:7]=[C:8]([C:15]3[NH:16][CH:17]=[CH:18][N:19]=3)[CH:9]=[C:10]([C:11]([F:14])([F:13])[F:12])[C:5]2=[N:4][C:3]=1[C:20](O)=[O:21].Cl.[NH:24]1[CH2:29][CH2:28][CH:27]([N:30]2[CH2:34][CH2:33][O:32][C:31]2=[O:35])[CH2:26][CH2:25]1.CCN(C(C)C)C(C)C.CN(C(ON1N=NC2C=CC=NC1=2)=[N+](C)C)C.F[P-](F)(F)(F)(F)F, predict the reaction product. The product is: [Cl:1][C:2]1[N:6]2[CH:7]=[C:8]([C:15]3[NH:16][CH:17]=[CH:18][N:19]=3)[CH:9]=[C:10]([C:11]([F:12])([F:13])[F:14])[C:5]2=[N:4][C:3]=1[C:20]([N:24]1[CH2:25][CH2:26][CH:27]([N:30]2[CH2:34][CH2:33][O:32][C:31]2=[O:35])[CH2:28][CH2:29]1)=[O:21].